Task: Predict the product of the given reaction.. Dataset: Forward reaction prediction with 1.9M reactions from USPTO patents (1976-2016) (1) The product is: [CH3:1][C:2]1([CH3:16])[O:3][C:4](=[O:15])[NH:5][C:6]2[CH:11]=[CH:10][C:9]([C:18]3[CH:19]=[N:20][CH:21]=[C:22]([CH:23]=3)[C:24]#[N:25])=[CH:8][C:7]1=2. Given the reactants [CH3:1][C:2]1([CH3:16])[C:7]2[CH:8]=[C:9](B(O)O)[CH:10]=[CH:11][C:6]=2[NH:5][C:4](=[O:15])[O:3]1.Br[C:18]1[CH:19]=[N:20][CH:21]=[C:22]([C:24]#[N:25])[CH:23]=1, predict the reaction product. (2) Given the reactants [CH3:1][O:2][C:3]([C:5]1[CH:10]=[CH:9][C:8]([OH:11])=[CH:7][N:6]=1)=[O:4].[F:12][C:13]([F:21])([F:20])[CH2:14]OS(C)(=O)=O.C([O-])([O-])=O.[K+].[K+], predict the reaction product. The product is: [CH3:1][O:2][C:3]([C:5]1[CH:10]=[CH:9][C:8]([O:11][CH2:14][C:13]([F:21])([F:20])[F:12])=[CH:7][N:6]=1)=[O:4]. (3) Given the reactants [CH3:1][S:2]([C:5]1[CH:10]=[CH:9][CH:8]=[CH:7][C:6]=1[S:11](Cl)(=[O:13])=[O:12])(=[O:4])=[O:3].[NH2:15][C:16]1[CH:17]=[C:18]2[C:22](=[CH:23][CH:24]=1)[N:21]([CH2:25][O:26][CH2:27][CH2:28][Si:29]([CH3:32])([CH3:31])[CH3:30])[N:20]=[C:19]2[S:33][C:34]1[CH:39]=[CH:38][CH:37]=[CH:36][CH:35]=1, predict the reaction product. The product is: [CH3:1][S:2]([C:5]1[CH:10]=[CH:9][CH:8]=[CH:7][C:6]=1[S:11]([NH:15][C:16]1[CH:17]=[C:18]2[C:22](=[CH:23][CH:24]=1)[N:21]([CH2:25][O:26][CH2:27][CH2:28][Si:29]([CH3:32])([CH3:30])[CH3:31])[N:20]=[C:19]2[S:33][C:34]1[CH:39]=[CH:38][CH:37]=[CH:36][CH:35]=1)(=[O:13])=[O:12])(=[O:4])=[O:3]. (4) Given the reactants C[O:2][C:3]1[C:8]2[CH:9]=[C:10]([C:12]3[N:16]4[N:17]=[C:18]([O:21][C@H:22]5[CH2:25][C@H:24]([NH2:26])[CH2:23]5)[CH:19]=[CH:20][C:15]4=[N:14][CH:13]=3)[O:11][C:7]=2[CH:6]=[CH:5][N:4]=1.Cl, predict the reaction product. The product is: [NH2:26][C@H:24]1[CH2:23][C@H:22]([O:21][C:18]2[CH:19]=[CH:20][C:15]3[N:16]([C:12]([C:10]4[O:11][C:7]5[CH:6]=[CH:5][N:4]=[C:3]([OH:2])[C:8]=5[CH:9]=4)=[CH:13][N:14]=3)[N:17]=2)[CH2:25]1.